Dataset: Peptide-MHC class II binding affinity with 134,281 pairs from IEDB. Task: Regression. Given a peptide amino acid sequence and an MHC pseudo amino acid sequence, predict their binding affinity value. This is MHC class II binding data. (1) The peptide sequence is ADKVAYALAQGLKVI. The MHC is DRB1_1302 with pseudo-sequence DRB1_1302. The binding affinity (normalized) is 0.942. (2) The peptide sequence is FETNVSHNVQGATVA. The MHC is DRB1_1501 with pseudo-sequence DRB1_1501. The binding affinity (normalized) is 0.272. (3) The peptide sequence is QVTIAGAKLRSLNLG. The MHC is DRB1_0701 with pseudo-sequence DRB1_0701. The binding affinity (normalized) is 0.638.